This data is from Forward reaction prediction with 1.9M reactions from USPTO patents (1976-2016). The task is: Predict the product of the given reaction. Given the reactants C(OC([N:8]1[CH2:13][CH2:12][N:11]2[C:14]([C:17](=[O:22])[NH:18][CH:19]3[CH2:21][CH2:20]3)=[CH:15][CH:16]=[C:10]2[CH:9]1[CH3:23])=O)(C)(C)C.Cl, predict the reaction product. The product is: [CH:19]1([NH:18][C:17]([C:14]2[N:11]3[CH2:12][CH2:13][NH:8][CH:9]([CH3:23])[C:10]3=[CH:16][CH:15]=2)=[O:22])[CH2:20][CH2:21]1.